Dataset: Catalyst prediction with 721,799 reactions and 888 catalyst types from USPTO. Task: Predict which catalyst facilitates the given reaction. (1) Product: [CH3:1][O:2][C:3](=[O:4])[NH:5][C@H:6]([C:7]([N:9]1[CH2:13][CH2:12][CH2:11][C@@:10]1([CH3:17])[C:14]([N:52]1[CH2:51][CH2:50][N:49]([C:54]2[CH:59]=[CH:58][C:57]([N+:60]([O-:62])=[O:61])=[CH:56][N:55]=2)[C@H:48]([CH3:47])[CH2:53]1)=[O:16])=[O:8])[CH:18]([CH3:20])[CH3:19]. The catalyst class is: 44. Reactant: [CH3:1][O:2][C:3]([NH:5][C@@H:6]([CH:18]([CH3:20])[CH3:19])[C:7]([N:9]1[CH2:13][CH2:12][CH2:11][C@@:10]1([CH3:17])[C:14]([OH:16])=O)=[O:8])=[O:4].CN(C(ON1N=NC2C=CC=NC1=2)=[N+](C)C)C.F[P-](F)(F)(F)(F)F.Cl.Cl.[CH3:47][C@@H:48]1[CH2:53][NH:52][CH2:51][CH2:50][N:49]1[C:54]1[CH:59]=[CH:58][C:57]([N+:60]([O-:62])=[O:61])=[CH:56][N:55]=1.C(N(CC)C(C)C)(C)C. (2) Reactant: C[O:2][C:3](=O)[C@@H:4]([CH3:13])[NH:5][C:6]([O:8][C:9]([CH3:12])([CH3:11])[CH3:10])=[O:7].O.[NH2:16][NH2:17].C(OCC)(=O)C.O. Product: [NH:16]([C:3](=[O:2])[C@H:4]([NH:5][C:6](=[O:7])[O:8][C:9]([CH3:12])([CH3:11])[CH3:10])[CH3:13])[NH2:17]. The catalyst class is: 8. (3) Reactant: [CH3:1][C:2]1[N:6]=[C:5]([C:7]2[N:8]=[C:9]3[N:19]([CH:20]=2)[CH2:18][CH2:17][O:16][C:15]2[C:10]3=[CH:11][CH:12]=[C:13]([C:21]3[CH:22]=[N:23][N:24]([CH3:32])[C:25]=3[CH:26]3[CH2:31][CH2:30][CH2:29][NH:28][CH2:27]3)[CH:14]=2)[N:4]([CH:33]([CH3:35])[CH3:34])[N:3]=1.[O:36]1[CH2:41][CH2:40][C:39](=O)[CH2:38][CH2:37]1.[BH3-]C#N.[Na+]. Product: [CH:33]([N:4]1[C:5]([C:7]2[N:8]=[C:9]3[C:10]4[CH:11]=[CH:12][C:13]([C:21]5[CH:22]=[N:23][N:24]([CH3:32])[C:25]=5[CH:26]5[CH2:31][CH2:30][CH2:29][N:28]([CH:39]6[CH2:40][CH2:41][O:36][CH2:37][CH2:38]6)[CH2:27]5)=[CH:14][C:15]=4[O:16][CH2:17][CH2:18][N:19]3[CH:20]=2)=[N:6][C:2]([CH3:1])=[N:3]1)([CH3:35])[CH3:34]. The catalyst class is: 8. (4) Product: [Cl:17][C:12]1[C:11]2[C:10]3[C:9](=[C:20]([CH3:21])[O:19][N:18]=3)[C:8](=[O:22])[N:7]([CH:5]3[CH2:6][CH:2]([NH:1][C:36](=[O:37])[CH2:35][C:27]4[CH:28]=[C:29]([O:33][CH3:34])[C:30]([O:31][CH3:32])=[C:25]([O:24][CH3:23])[CH:26]=4)[CH:3]=[CH:4]3)[C:16]=2[CH:15]=[CH:14][CH:13]=1. Reactant: [NH2:1][CH:2]1[CH2:6][CH:5]([N:7]2[C:16]3[CH:15]=[CH:14][CH:13]=[C:12]([Cl:17])[C:11]=3[C:10]3=[N:18][O:19][C:20]([CH3:21])=[C:9]3[C:8]2=[O:22])[CH:4]=[CH:3]1.[CH3:23][O:24][C:25]1[CH:26]=[C:27]([CH2:35][C:36](O)=[O:37])[CH:28]=[C:29]([O:33][CH3:34])[C:30]=1[O:31][CH3:32].CCN(CC)CC.CCN=C=NCCCN(C)C. The catalyst class is: 2. (5) Reactant: [OH:1][C@@H:2]1[C@@H:8]([NH:9][C:10]([C@@H:12]([NH:17][C:18]([C:20]2[O:28][C:27]3[C:22](=[N:23][CH:24]=[CH:25][CH:26]=3)[CH:21]=2)=[O:19])[CH2:13][CH:14]([CH3:16])[CH3:15])=[O:11])[CH2:7][CH2:6][C@@H:5]([CH3:29])[N:4]([S:30]([C:33]2[CH:38]=[CH:37][CH:36]=[CH:35][N:34]=2)(=[O:32])=[O:31])[CH2:3]1.C(N(CC)CC)C. Product: [CH3:15][CH:14]([CH3:16])[CH2:13][C@H:12]([NH:17][C:18]([C:20]1[O:28][C:27]2[C:22](=[N:23][CH:24]=[CH:25][CH:26]=2)[CH:21]=1)=[O:19])[C:10](=[O:11])[NH:9][C@H:8]1[CH2:7][CH2:6][C@@H:5]([CH3:29])[N:4]([S:30]([C:33]2[CH:38]=[CH:37][CH:36]=[CH:35][N:34]=2)(=[O:32])=[O:31])[CH2:3][C:2]1=[O:1]. The catalyst class is: 58. (6) Reactant: [OH:1][C:2]1(C)[CH:7]=[CH:6][C:5]([C:8](=[O:29])[CH2:9][CH2:10][C:11]2[N:15]([CH:16]([CH3:18])[CH3:17])[N:14]=[C:13]([C:19]3[CH:24]=[CH:23][C:22]([C:25]([F:28])([F:27])[F:26])=[CH:21][CH:20]=3)[CH:12]=2)=[CH:4][CH2:3]1.[C:31](=O)([O-])[O-].[K+].[K+].Br[C:38]([CH3:45])([CH3:44])[C:39]([O:41][CH2:42][CH3:43])=[O:40]. Product: [CH:16]([N:15]1[C:11]([CH2:10][CH2:9][C:8]([C:5]2[CH:4]=[CH:3][C:2]([O:1][C:38]([CH3:45])([CH3:44])[C:39]([O:41][CH2:42][CH3:43])=[O:40])=[C:7]([CH3:31])[CH:6]=2)=[O:29])=[CH:12][C:13]([C:19]2[CH:24]=[CH:23][C:22]([C:25]([F:27])([F:26])[F:28])=[CH:21][CH:20]=2)=[N:14]1)([CH3:17])[CH3:18]. The catalyst class is: 131. (7) Reactant: [OH-].[Na+].C([O:6][CH2:7][C:8]1[N:13]([CH2:14][C:15]2[CH:20]=[CH:19][CH:18]=[C:17]([C:21]([F:24])([F:23])[F:22])[C:16]=2[CH3:25])[C:12]2[N:26]=[C:27]([N:29]3[CH2:34][CH2:33][O:32][CH2:31][CH2:30]3)[S:28][C:11]=2[C:10](=[O:35])[N:9]=1)(=O)C.Cl. Product: [OH:6][CH2:7][C:8]1[N:13]([CH2:14][C:15]2[CH:20]=[CH:19][CH:18]=[C:17]([C:21]([F:22])([F:24])[F:23])[C:16]=2[CH3:25])[C:12]2[N:26]=[C:27]([N:29]3[CH2:34][CH2:33][O:32][CH2:31][CH2:30]3)[S:28][C:11]=2[C:10](=[O:35])[N:9]=1. The catalyst class is: 5. (8) Reactant: [Br:1][C:2]1[CH:3]=[CH:4][C:5]([F:10])=[C:6]([CH:9]=1)[CH:7]=[O:8].[CH2:11](O)[CH2:12][OH:13].CC1C=CC(S(O)(=O)=O)=CC=1. Product: [Br:1][C:2]1[CH:3]=[CH:4][C:5]([F:10])=[C:6]([CH:7]2[O:13][CH2:12][CH2:11][O:8]2)[CH:9]=1. The catalyst class is: 11.